From a dataset of Full USPTO retrosynthesis dataset with 1.9M reactions from patents (1976-2016). Predict the reactants needed to synthesize the given product. (1) Given the product [OH:8][C:9]1[C:13]([CH2:14][C:15]([O:17][CH3:18])=[O:16])=[CH:12][N:11]([C:19]2[CH:24]=[CH:23][CH:22]=[CH:21][CH:20]=2)[N:10]=1, predict the reactants needed to synthesize it. The reactants are: C([O:8][C:9]1[C:13]([CH2:14][C:15]([O:17][CH3:18])=[O:16])=[CH:12][N:11]([C:19]2[CH:24]=[CH:23][CH:22]=[CH:21][CH:20]=2)[N:10]=1)C1C=CC=CC=1.O1CCCC1. (2) Given the product [C:1]1([CH2:7][CH2:8][O:9][CH2:10][CH2:11][CH2:12][N:13]2[CH2:18][CH2:17][C:16]3([O:19][CH2:21]3)[CH2:15][CH2:14]2)[CH:6]=[CH:5][CH:4]=[CH:3][CH:2]=1, predict the reactants needed to synthesize it. The reactants are: [C:1]1([CH2:7][CH2:8][O:9][CH2:10][CH2:11][CH2:12][N:13]2[CH2:18][CH2:17][C:16](=[O:19])[CH2:15][CH2:14]2)[CH:6]=[CH:5][CH:4]=[CH:3][CH:2]=1.[I-].[CH3:21][S+](C)(C)=O.[H-].[Na+].